Task: Regression. Given a peptide amino acid sequence and an MHC pseudo amino acid sequence, predict their binding affinity value. This is MHC class I binding data.. Dataset: Peptide-MHC class I binding affinity with 185,985 pairs from IEDB/IMGT The MHC is HLA-A02:01 with pseudo-sequence HLA-A02:01. The binding affinity (normalized) is 0.618. The peptide sequence is MASDFNLPPV.